Dataset: Full USPTO retrosynthesis dataset with 1.9M reactions from patents (1976-2016). Task: Predict the reactants needed to synthesize the given product. The reactants are: [F:1][C:2]1[C:3](=[O:12])[N:4]([CH3:11])[CH:5]=[C:6]([N+:8]([O-])=O)[CH:7]=1. Given the product [NH2:8][C:6]1[CH:7]=[C:2]([F:1])[C:3](=[O:12])[N:4]([CH3:11])[CH:5]=1, predict the reactants needed to synthesize it.